From a dataset of Catalyst prediction with 721,799 reactions and 888 catalyst types from USPTO. Predict which catalyst facilitates the given reaction. (1) Reactant: Cl[C:2]1[CH:7]=[C:6]([NH:8][C@@H:9]2[CH2:14][CH2:13][C@H:12]([C:15]([OH:17])=[O:16])[CH2:11][CH2:10]2)[C:5]([N+:18]([O-:20])=[O:19])=[CH:4][N:3]=1.[CH2:21]([O:28][CH2:29][CH2:30][OH:31])[C:22]1[CH:27]=[CH:26][CH:25]=[CH:24][CH:23]=1.C(=O)([O-])[O-].[Cs+].[Cs+].[CH2:38]1OCCOCCOCCOCCOCCO[CH2:39]1.S(Cl)(Cl)=O. Product: [CH2:21]([O:28][CH2:29][CH2:30][O:31][C:2]1[CH:7]=[C:6]([NH:8][C@@H:9]2[CH2:14][CH2:13][C@H:12]([C:15]([O:17][CH2:38][CH3:39])=[O:16])[CH2:11][CH2:10]2)[C:5]([N+:18]([O-:20])=[O:19])=[CH:4][N:3]=1)[C:22]1[CH:27]=[CH:26][CH:25]=[CH:24][CH:23]=1. The catalyst class is: 11. (2) Reactant: C(OC(=O)[NH:7][C:8]1[S:9][CH2:10][CH2:11][C@:12]([C:15]2[CH:20]=[C:19]([C:21]3[CH:22]=[N:23][CH:24]=[N:25][CH:26]=3)[C:18]([F:27])=[CH:17][C:16]=2[F:28])([CH3:14])[N:13]=1)(C)(C)C.Cl. Product: [F:28][C:16]1[CH:17]=[C:18]([F:27])[C:19]([C:21]2[CH:26]=[N:25][CH:24]=[N:23][CH:22]=2)=[CH:20][C:15]=1[C@:12]1([CH3:14])[CH2:11][CH2:10][S:9][C:8]([NH2:7])=[N:13]1. The catalyst class is: 4. (3) Reactant: [C:1]([N:4]1[CH2:9][CH2:8][O:7][CH:6]([C:10]([O:12]CC2C=CC=CC=2)=[O:11])[CH2:5]1)(=[O:3])[CH3:2]. Product: [C:1]([N:4]1[CH2:9][CH2:8][O:7][CH:6]([C:10]([OH:12])=[O:11])[CH2:5]1)(=[O:3])[CH3:2]. The catalyst class is: 29. (4) Reactant: C(N1CC2C(N(C)CCC[CH:20]([C:32]3C=CC(C#N)=CC=3)[O:21][C:22]3[CH:27]=[CH:26][C:25](OC)=[C:24](OC)[CH:23]=3)C(CC2)C1)C1C=CC=CC=1.[CH:41]12[CH:48]([N:49]([CH3:57])[C:50](=[O:56])[O:51][C:52]([CH3:55])([CH3:54])[CH3:53])[CH:45]([CH2:46][CH2:47]1)[CH2:44][NH:43][CH2:42]2.C([O-])([O-])=O.[K+].[K+].[CH3:64][N:65](C=O)C. Product: [C:64]([C:25]1[CH:24]=[CH:23][C:22]([O:21][CH2:20][CH2:32][N:43]2[CH2:44][CH:45]3[CH:48]([N:49]([CH3:57])[C:50](=[O:56])[O:51][C:52]([CH3:53])([CH3:54])[CH3:55])[CH:41]([CH2:47][CH2:46]3)[CH2:42]2)=[CH:27][CH:26]=1)#[N:65]. The catalyst class is: 2. (5) Reactant: [C:1]([O:5][C:6]([NH:8][C@H:9]1[CH2:14][CH2:13][C@H:12]([C:15](OC)=[O:16])[CH2:11][CH2:10]1)=[O:7])([CH3:4])([CH3:3])[CH3:2]. Product: [OH:16][CH2:15][C@H:12]1[CH2:11][CH2:10][C@H:9]([NH:8][C:6](=[O:7])[O:5][C:1]([CH3:3])([CH3:2])[CH3:4])[CH2:14][CH2:13]1. The catalyst class is: 1. (6) Reactant: [NH2:1][C:2]1[C:3]([F:22])=[C:4]([C:10]([C:12]2[CH:13]=[C:14]3[C:19](=[CH:20][CH:21]=2)[N:18]=[CH:17][CH:16]=[CH:15]3)=[O:11])[C:5]([F:9])=[C:6]([F:8])[CH:7]=1.CCN(C(C)C)C(C)C.[F:32][C:33]1[CH:34]=[C:35]([CH:39]=[CH:40][CH:41]=1)[C:36](Cl)=[O:37]. The catalyst class is: 1. Product: [F:32][C:33]1[CH:34]=[C:35]([CH:39]=[CH:40][CH:41]=1)[C:36]([NH:1][C:2]1[CH:7]=[C:6]([F:8])[C:5]([F:9])=[C:4]([C:10]([C:12]2[CH:13]=[C:14]3[C:19](=[CH:20][CH:21]=2)[N:18]=[CH:17][CH:16]=[CH:15]3)=[O:11])[C:3]=1[F:22])=[O:37]. (7) Reactant: [CH3:1][S:2]([C:5]1[CH:10]=[CH:9][C:8]([NH:11][C:12]2[C:17]([N+:18]([O-:20])=[O:19])=[C:16]([O:21][CH:22]3[CH2:27][CH2:26][NH:25][CH2:24][CH2:23]3)[N:15]=[CH:14][N:13]=2)=[CH:7][CH:6]=1)(=[O:4])=[O:3].Br[C:29]1[CH:34]=[CH:33][CH:32]=[CH:31][N:30]=1.C(N(CC)CC)C. Product: [CH3:1][S:2]([C:5]1[CH:10]=[CH:9][C:8]([NH:11][C:12]2[C:17]([N+:18]([O-:20])=[O:19])=[C:16]([O:21][CH:22]3[CH2:27][CH2:26][N:25]([C:29]4[CH:34]=[CH:33][CH:32]=[CH:31][N:30]=4)[CH2:24][CH2:23]3)[N:15]=[CH:14][N:13]=2)=[CH:7][CH:6]=1)(=[O:4])=[O:3]. The catalyst class is: 3. (8) Reactant: [C:1]12([NH2:12])[CH2:10][CH:5]3[CH2:6][CH:7]([CH2:9][C:3]([NH2:11])([CH2:4]3)[CH2:2]1)[CH2:8]2.CCN(C(C)C)C(C)C.[CH3:22][N:23]1[CH:27]=[CH:26][C:25]([C:28](Cl)=[O:29])=[N:24]1.[S:31]1[CH:35]=[CH:34][N:33]=[C:32]1[C:36](Cl)=[O:37]. Product: [CH3:22][N:23]1[CH:27]=[CH:26][C:25]([C:28]([NH:12][C:1]23[CH2:10][CH:5]4[CH2:6][CH:7]([CH2:9][C:3]([NH:11][C:36]([C:32]5[S:31][CH:35]=[CH:34][N:33]=5)=[O:37])([CH2:4]4)[CH2:2]2)[CH2:8]3)=[O:29])=[N:24]1. The catalyst class is: 2. (9) Reactant: C1CCC(N=C=NC2CCCCC2)CC1.CCN(C(C)C)C(C)C.[NH:25]1[C:33]2[C:28](=[CH:29][CH:30]=[CH:31][CH:32]=2)[C:27](/[CH:34]=[CH:35]/[C:36]([OH:38])=O)=[CH:26]1.[NH2:39][C:40]1[CH:41]=[C:42]([CH:49]=[CH:50][C:51]=1[OH:52])[C:43]([NH:45][CH:46]([CH3:48])[CH3:47])=[O:44]. Product: [NH:25]1[C:33]2[C:28](=[CH:29][CH:30]=[CH:31][CH:32]=2)[C:27]([CH:34]=[CH:35][C:36]([NH:39][C:40]2[CH:41]=[C:42]([CH:49]=[CH:50][C:51]=2[OH:52])[C:43]([NH:45][CH:46]([CH3:48])[CH3:47])=[O:44])=[O:38])=[CH:26]1. The catalyst class is: 1. (10) Reactant: [S:1](Cl)([C:4]1[CH:12]=[CH:11][C:7]([N+:8]([O-:10])=[O:9])=[CH:6][CH:5]=1)(=[O:3])=[O:2].[C:14](#[N:16])[CH3:15].N[C@H](CO)C.C(OCC)(=O)C. The catalyst class is: 17. Product: [S:1]([N:16]1[CH2:15][CH2:14]1)([C:4]1[CH:12]=[CH:11][C:7]([N+:8]([O-:10])=[O:9])=[CH:6][CH:5]=1)(=[O:3])=[O:2].